This data is from Reaction yield outcomes from USPTO patents with 853,638 reactions. The task is: Predict the reaction yield, written as a fraction of the theoretical maximum amount of product (1.0 means a 100% yield; for example, 0.34 means a 34% yield). (1) The reactants are [CH3:1][O:2][C:3]1[CH:4]=[CH:5][C:6]([N+:24]([O-])=O)=[C:7]([NH:9][S:10]([C:13]2[CH:23]=[CH:22][C:16]([O:17][CH2:18][C:19]([NH2:21])=[O:20])=[CH:15][CH:14]=2)(=[O:12])=[O:11])[CH:8]=1.[H][H]. The product is [NH2:24][C:6]1[CH:5]=[CH:4][C:3]([O:2][CH3:1])=[CH:8][C:7]=1[NH:9][S:10]([C:13]1[CH:23]=[CH:22][C:16]([O:17][CH2:18][C:19]([NH2:21])=[O:20])=[CH:15][CH:14]=1)(=[O:12])=[O:11]. The catalyst is CN(C)C(=O)C.[Pt](=O)=O. The yield is 0.930. (2) The reactants are [ClH:1].[CH2:2]([C:7]1[N:8]=[C:9]([NH2:12])[NH:10][CH:11]=1)[CH2:3][CH2:4][C:5]#[CH:6].[N:13]([CH2:16][C:17]1[CH:21]=[CH:20][S:19][CH:18]=1)=[N+:14]=[N-:15]. No catalyst specified. The product is [ClH:1].[S:19]1[CH:20]=[CH:21][C:17]([CH2:16][N:13]2[CH:6]=[C:5]([CH2:4][CH2:3][CH2:2][C:7]3[N:8]=[C:9]([NH2:12])[NH:10][CH:11]=3)[N:15]=[N:14]2)=[CH:18]1. The yield is 0.460. (3) The reactants are [C:1]1([CH2:7][N:8]2[CH2:13][CH2:12][C:11](=O)[CH2:10][CH2:9]2)[CH:6]=[CH:5][CH:4]=[CH:3][CH:2]=1.[C-:15]#[N:16].[K+].Cl.[CH3:19][NH:20][CH3:21]. The catalyst is C(O)C.O. The product is [CH3:19][N:20]([CH3:21])[C:11]1([C:15]#[N:16])[CH2:12][CH2:13][N:8]([CH2:7][C:1]2[CH:6]=[CH:5][CH:4]=[CH:3][CH:2]=2)[CH2:9][CH2:10]1. The yield is 0.960. (4) The reactants are C(=O)([O-])[O-].[K+].[K+].Br[C:8]1[CH:16]=[CH:15][C:11]([C:12]([OH:14])=[O:13])=[CH:10][CH:9]=1.[C:17]1([CH3:26])[CH:22]=[CH:21][CH:20]=[CH:19][C:18]=1B(O)O. The catalyst is O.CO.C1C=CC([P]([Pd]([P](C2C=CC=CC=2)(C2C=CC=CC=2)C2C=CC=CC=2)([P](C2C=CC=CC=2)(C2C=CC=CC=2)C2C=CC=CC=2)[P](C2C=CC=CC=2)(C2C=CC=CC=2)C2C=CC=CC=2)(C2C=CC=CC=2)C2C=CC=CC=2)=CC=1. The product is [CH3:26][C:17]1[CH:22]=[CH:21][CH:20]=[CH:19][C:18]=1[C:8]1[CH:16]=[CH:15][C:11]([C:12]([OH:14])=[O:13])=[CH:10][CH:9]=1. The yield is 0.941. (5) The reactants are [F:1][C:2]1[CH:16]=[CH:15][C:5]([CH2:6][O:7][C:8]2[CH:13]=[CH:12][C:11]([NH2:14])=[CH:10][CH:9]=2)=[CH:4][CH:3]=1.[CH3:17][O:18][C:19](=[O:24])[CH2:20][C:21](Cl)=[O:22]. No catalyst specified. The product is [CH3:17][O:18][C:19](=[O:24])[CH2:20][C:21]([NH:14][C:11]1[CH:12]=[CH:13][C:8]([O:7][CH2:6][C:5]2[CH:15]=[CH:16][C:2]([F:1])=[CH:3][CH:4]=2)=[CH:9][CH:10]=1)=[O:22]. The yield is 0.750. (6) The reactants are [CH2:1]([NH2:4])[CH2:2][CH3:3].[Cl:5][C:6]1[N:11]=[C:10](Cl)[N:9]=[C:8]([NH:13][O:14][C:15]2[CH:20]=[CH:19][C:18]([F:21])=[CH:17][CH:16]=2)[N:7]=1. The catalyst is C(Cl)Cl. The product is [Cl:5][C:6]1[N:11]=[C:10]([NH:4][CH2:1][CH2:2][CH3:3])[N:9]=[C:8]([NH:13][O:14][C:15]2[CH:16]=[CH:17][C:18]([F:21])=[CH:19][CH:20]=2)[N:7]=1. The yield is 0.460. (7) The reactants are [Cl:1][C:2]1[C:3]2[C@H:10]([CH3:11])[CH2:9][CH2:8][C:4]=2[N:5]=[CH:6][N:7]=1.C1C=C(Cl)C=C(C(OO)=[O:20])C=1.[O-]S([O-])=O.[Na+].[Na+].C([O-])([O-])=O.[Na+].[Na+]. The catalyst is C(Cl)(Cl)Cl.O. The product is [Cl:1][C:2]1[N:7]=[CH:6][N+:5]([O-:20])=[C:4]2[CH2:8][CH2:9][C@@H:10]([CH3:11])[C:3]=12. The yield is 1.00. (8) The reactants are CO[C:3](=O)[CH2:4][NH:5][C:6](=[O:37])[C:7]1[CH:12]=[C:11]([Cl:13])[C:10]([O:14][C:15]2[CH:20]=[CH:19][N:18]=[CH:17][C:16]=2[C:21]([N:23]2[C:32]3[C:27](=[CH:28][CH:29]=[CH:30][CH:31]=3)[N:26]([CH:33]3[CH2:35][CH2:34]3)[CH2:25][CH2:24]2)=[O:22])=[CH:9][C:8]=1[Cl:36].F[P-](F)(F)(F)(F)F.N1(OC(N(C)C)=[N+](C)C)C2N=CC=CC=2N=N1.C(N(CC)C(C)C)(C)C.NCC[S:75]([OH:78])(=[O:77])=[O:76]. The catalyst is CN(C)C=O. The product is [Cl:36][C:8]1[CH:9]=[C:10]([O:14][C:15]2[CH:20]=[CH:19][N:18]=[CH:17][C:16]=2[C:21]([N:23]2[C:32]3[C:27](=[CH:28][CH:29]=[CH:30][CH:31]=3)[N:26]([CH:33]3[CH2:35][CH2:34]3)[CH2:25][CH2:24]2)=[O:22])[C:11]([Cl:13])=[CH:12][C:7]=1[C:6]([NH:5][CH2:4][CH2:3][S:75]([OH:78])(=[O:77])=[O:76])=[O:37]. The yield is 0.590. (9) The reactants are [OH:1][C:2]1[C:11]2[C:6](=[CH:7][CH:8]=[CH:9][CH:10]=2)[C:5]([NH:12][S:13]([C:16]2[S:17][CH:18]=[CH:19][CH:20]=2)(=[O:15])=[O:14])=[CH:4][CH:3]=1.[Br:21]Br. The catalyst is CN(C=O)C.C(OCC)(=O)C. The product is [Br:21][C:3]1[CH:4]=[C:5]([NH:12][S:13]([C:16]2[S:17][CH:18]=[CH:19][CH:20]=2)(=[O:15])=[O:14])[C:6]2[C:11]([C:2]=1[OH:1])=[CH:10][CH:9]=[CH:8][CH:7]=2. The yield is 0.364. (10) The reactants are [CH3:1][S:2]([CH2:5][C:6]1[CH:11]=[CH:10][CH:9]=[C:8]([N+:12]([O-])=O)[CH:7]=1)(=[O:4])=[O:3].[OH-].[Na+]. The catalyst is C(O)C. The product is [CH3:1][S:2]([CH2:5][C:6]1[CH:7]=[C:8]([CH:9]=[CH:10][CH:11]=1)[NH2:12])(=[O:3])=[O:4]. The yield is 0.550.